This data is from Catalyst prediction with 721,799 reactions and 888 catalyst types from USPTO. The task is: Predict which catalyst facilitates the given reaction. (1) Reactant: [C:1]([O:5][C:6](=[O:12])[CH2:7][CH2:8][C:9]([OH:11])=[O:10])([CH3:4])([CH3:3])[CH3:2].C(N(C(C)C)CC)(C)C.[C:22]([O:25][CH:26](Br)[CH3:27])(=[O:24])[CH3:23]. Product: [C:1]([O:5][C:6](=[O:12])[CH2:7][CH2:8][C:9]([O:11][CH:26]([O:25][C:22](=[O:24])[CH3:23])[CH3:27])=[O:10])([CH3:4])([CH3:2])[CH3:3]. The catalyst class is: 4. (2) Reactant: Cl[C:2]1[N:7]=[C:6]2[NH:8][N:9]=[C:10]([S:11][CH3:12])[C:5]2=[C:4]([NH:13][CH:14]2[CH2:16][CH2:15]2)[N:3]=1.[O:17]1[CH2:22][CH2:21][N:20]([C:23]2[CH:29]=[CH:28][C:26]([NH2:27])=[CH:25][CH:24]=2)[CH2:19][CH2:18]1. Product: [CH:14]1([NH:13][C:4]2[N:3]=[C:2]([NH:27][C:26]3[CH:25]=[CH:24][C:23]([N:20]4[CH2:21][CH2:22][O:17][CH2:18][CH2:19]4)=[CH:29][CH:28]=3)[N:7]=[C:6]3[NH:8][N:9]=[C:10]([S:11][CH3:12])[C:5]=23)[CH2:16][CH2:15]1. The catalyst class is: 51. (3) Reactant: [ClH:1].C(OCC)(=O)C.[CH3:8][O:9][C:10]([C:12]1([NH:18][C:19]([C:21]2[CH:26]=[CH:25][C:24]([N:27]3[CH2:32][CH2:31][N:30]([CH2:33][CH2:34][CH3:35])[CH2:29][CH2:28]3)=[CH:23][CH:22]=2)=[O:20])[CH2:17][CH2:16][CH2:15][CH2:14][CH2:13]1)=[O:11]. Product: [ClH:1].[CH3:8][O:9][C:10]([C:12]1([NH:18][C:19]([C:21]2[CH:26]=[CH:25][C:24]([N:27]3[CH2:32][CH2:31][N:30]([CH2:33][CH2:34][CH3:35])[CH2:29][CH2:28]3)=[CH:23][CH:22]=2)=[O:20])[CH2:17][CH2:16][CH2:15][CH2:14][CH2:13]1)=[O:11]. The catalyst class is: 13. (4) Reactant: [CH:1]([NH:3][CH2:4][C:5]([C:7]1[CH:12]=[CH:11][CH:10]=[C:9]([NH:13][C:14]2[CH:23]=[CH:22][C:21]3[C:16](=[CH:17][CH:18]=[CH:19][CH:20]=3)[N:15]=2)[CH:8]=1)=O)=O.C1(C)C(C)=CC=CC=1.C(O)(=O)C.[CH3:36][NH2:37]. Product: [CH3:36][N:37]1[C:5]([C:7]2[CH:8]=[C:9]([NH:13][C:14]3[CH:23]=[CH:22][C:21]4[C:16](=[CH:17][CH:18]=[CH:19][CH:20]=4)[N:15]=3)[CH:10]=[CH:11][CH:12]=2)=[CH:4][N:3]=[CH:1]1. The catalyst class is: 6. (5) Reactant: [OH:1][C:2]1[CH:9]=[CH:8][C:5]([CH:6]=[CH2:7])=[CH:4][CH:3]=1.[Cl:10][CH2:11][C:12](Cl)=[O:13].CCN(CC)CC. Product: [Cl:10][CH2:11][C:12]([O:1][C:2]1[CH:9]=[CH:8][C:5]([CH:6]=[CH2:7])=[CH:4][CH:3]=1)=[O:13]. The catalyst class is: 27. (6) Reactant: [NH2:1][C:2]1[CH:3]=[C:4]([CH:26]=[CH:27][CH:28]=1)[O:5][C:6]1[C:7]2[CH:25]=[CH:24][NH:23][C:8]=2[N:9]=[C:10]([NH:12][C:13]2[CH:14]=[N:15][N:16]([CH2:18][CH2:19][N:20]([CH3:22])[CH3:21])[CH:17]=2)[N:11]=1.[C:29](Cl)(=[O:32])[CH:30]=[CH2:31]. Product: [CH3:21][N:20]([CH3:22])[CH2:19][CH2:18][N:16]1[CH:17]=[C:13]([NH:12][C:10]2[N:11]=[C:6]([O:5][C:4]3[CH:3]=[C:2]([NH:1][C:29](=[O:32])[CH:30]=[CH2:31])[CH:28]=[CH:27][CH:26]=3)[C:7]3[CH:25]=[CH:24][NH:23][C:8]=3[N:9]=2)[CH:14]=[N:15]1. The catalyst class is: 1.